From a dataset of Catalyst prediction with 721,799 reactions and 888 catalyst types from USPTO. Predict which catalyst facilitates the given reaction. (1) Reactant: [C:1]([O:9][C@@H:10]1[C@H:14]([F:15])[C@@H:13]([CH2:16][O:17]CC2C=CC=CC=2)[O:12][C@@H:11]1[O:25][CH3:26])(=[O:8])[C:2]1[CH:7]=[CH:6][CH:5]=[CH:4][CH:3]=1. Product: [C:1]([O:9][C@@H:10]1[C@H:14]([F:15])[C@@H:13]([CH2:16][OH:17])[O:12][C@@H:11]1[O:25][CH3:26])(=[O:8])[C:2]1[CH:3]=[CH:4][CH:5]=[CH:6][CH:7]=1. The catalyst class is: 6. (2) Reactant: [CH2:1]([O:3][C:4](=[O:15])[CH2:5][C@H:6]1[CH2:11][CH2:10][C@H:9]([C:12]([OH:14])=O)[CH2:8][CH2:7]1)[CH3:2].C(Cl)(=O)C(Cl)=O.[NH2:22][C:23]1[CH:50]=[CH:49][C:48]([O:51][C:52]([F:55])([F:54])[F:53])=[CH:47][C:24]=1[CH2:25][N:26]1[C@@H:30]([CH3:31])[C@@H:29]([C:32]2[CH:37]=[C:36]([C:38]([F:41])([F:40])[F:39])[CH:35]=[C:34]([C:42]([F:45])([F:44])[F:43])[CH:33]=2)[O:28][C:27]1=[O:46].C(N(CC)CC)C. Product: [F:45][C:42]([F:43])([F:44])[C:34]1[CH:33]=[C:32]([C@H:29]2[O:28][C:27](=[O:46])[N:26]([CH2:25][C:24]3[CH:47]=[C:48]([O:51][C:52]([F:53])([F:54])[F:55])[CH:49]=[CH:50][C:23]=3[NH:22][C:12]([C@H:9]3[CH2:8][CH2:7][C@H:6]([CH2:5][C:4]([O:3][CH2:1][CH3:2])=[O:15])[CH2:11][CH2:10]3)=[O:14])[C@H:30]2[CH3:31])[CH:37]=[C:36]([C:38]([F:39])([F:41])[F:40])[CH:35]=1. The catalyst class is: 118. (3) Reactant: [OH:1][C@@H:2]1[CH2:19][CH2:18][C@@:17]2([CH2:20][O:21][CH3:22])[C@@H:4]([CH2:5][CH2:6][C@@H:7]3[C@@H:16]2[CH2:15][CH2:14][C@@:12]2([CH3:13])[C@H:8]3[CH2:9][CH2:10][C:11]2=[O:23])[CH2:3]1.[CH3:24][O:25][CH2:26]Cl.C(N(CC)C(C)C)(C)C.O. Product: [CH3:22][O:21][CH2:20][C@@:17]12[C@@H:16]3[C@H:7]([C@H:8]4[C@@:12]([CH2:14][CH2:15]3)([CH3:13])[C:11](=[O:23])[CH2:10][CH2:9]4)[CH2:6][CH2:5][C@H:4]1[CH2:3][C@H:2]([O:1][CH2:24][O:25][CH3:26])[CH2:19][CH2:18]2. The catalyst class is: 2. (4) Reactant: [Al](C)(C)C.CO[C:7]([C:9]1[S:10][C:11]([C:20]2[CH:25]=[CH:24][C:23]([Cl:26])=[CH:22][CH:21]=2)=[CH:12][C:13]=1[C:14]#[C:15][Si](C)(C)C)=[O:8].[C:27]([O:31][C:32]([N:34]1[CH2:37][CH:36]([O:38][C:39]2[CH:44]=[CH:43][C:42]([NH2:45])=[CH:41][C:40]=2[F:46])[CH2:35]1)=[O:33])([CH3:30])([CH3:29])[CH3:28].CCCC[N+](CCCC)(CCCC)CCCC.[F-]. Product: [C:27]([O:31][C:32]([N:34]1[CH2:35][CH:36]([O:38][C:39]2[CH:44]=[CH:43][C:42]([N:45]3[CH:15]=[CH:14][C:13]4[CH:12]=[C:11]([C:20]5[CH:21]=[CH:22][C:23]([Cl:26])=[CH:24][CH:25]=5)[S:10][C:9]=4[C:7]3=[O:8])=[CH:41][C:40]=2[F:46])[CH2:37]1)=[O:33])([CH3:30])([CH3:28])[CH3:29]. The catalyst class is: 260. (5) Reactant: Cl.[CH2:2]([N:9]1[CH2:13][CH:12]([CH2:14][CH2:15][CH2:16]Cl)[C:11](=[O:18])[CH2:10]1)[C:3]1[CH:8]=[CH:7][CH:6]=[CH:5][CH:4]=1.[C:19]([OH:27])(=[O:26])[C:20]1[CH:25]=[CH:24][CH:23]=[CH:22][CH:21]=1.C(=O)([O-])[O-].[K+].[K+].[I-].[K+]. Product: [CH2:2]([N:9]1[CH2:13][CH:12]([CH2:14][CH2:15][CH2:16][O:27][C:19](=[O:26])[C:20]2[CH:25]=[CH:24][CH:23]=[CH:22][CH:21]=2)[C:11](=[O:18])[CH2:10]1)[C:3]1[CH:8]=[CH:7][CH:6]=[CH:5][CH:4]=1. The catalyst class is: 136.